Dataset: Reaction yield outcomes from USPTO patents with 853,638 reactions. Task: Predict the reaction yield, written as a fraction of the theoretical maximum amount of product (1.0 means a 100% yield; for example, 0.34 means a 34% yield). The reactants are [CH3:13][C:12]([O:11][C:9](O[C:9]([O:11][C:12]([CH3:15])([CH3:14])[CH3:13])=[O:10])=[O:10])([CH3:15])[CH3:14].[CH2:16]([NH:23][C:24]([CH:26]1[CH2:29][C:28](=[O:30])[CH2:27]1)=O)C1C=CC=CC=1.CNC[C@@H]1C[C@H](O)C1.CCN(CC)CC. The catalyst is C1COCC1. The product is [OH:30][C@@H:28]1[CH2:29][C@H:26]([CH2:24][N:23]([CH3:16])[C:9](=[O:10])[O:11][C:12]([CH3:13])([CH3:14])[CH3:15])[CH2:27]1. The yield is 0.870.